Dataset: Reaction yield outcomes from USPTO patents with 853,638 reactions. Task: Predict the reaction yield, written as a fraction of the theoretical maximum amount of product (1.0 means a 100% yield; for example, 0.34 means a 34% yield). The reactants are [S:1]1[CH:5]=[C:4]([CH2:6][N:7]2[CH2:12][CH2:11][N:10]([C:13](OC(C)(C)C)=O)[CH2:9][CH2:8]2)[N:3]=[CH:2]1.C(O)(C(F)(F)F)=O.ClC1[C:33]([Cl:34])=[CH:32][N:31]=[C:30]([NH2:35])[C:29]=1[N+:36]([O-:38])=[O:37]. The catalyst is C(Cl)Cl. The product is [Cl:34][C:33]1[C:13]([N:10]2[CH2:9][CH2:8][N:7]([CH2:6][C:4]3[N:3]=[CH:2][S:1][CH:5]=3)[CH2:12][CH2:11]2)=[C:29]([N+:36]([O-:38])=[O:37])[C:30]([NH2:35])=[N:31][CH:32]=1. The yield is 0.270.